This data is from Full USPTO retrosynthesis dataset with 1.9M reactions from patents (1976-2016). The task is: Predict the reactants needed to synthesize the given product. Given the product [Br:19][C:14]1[N:13]=[C:12]([C@:2]2([CH2:8][CH2:9][O:10][CH3:11])[C:3]([F:6])([F:7])[CH2:4][O:5][C:54]([NH:51][C:52](=[O:59])[C:53]3[CH:32]=[CH:33][C:23]([N+:20]([O-:22])=[O:21])=[CH:24][CH:25]=3)=[N:1]2)[C:17]([F:18])=[CH:16][CH:15]=1, predict the reactants needed to synthesize it. The reactants are: [NH2:1][C@@:2]([C:12]1[C:17]([F:18])=[CH:16][CH:15]=[C:14]([Br:19])[N:13]=1)([CH2:8][CH2:9][O:10][CH3:11])[C:3]([F:7])([F:6])[CH2:4][OH:5].[N+:20]([C:23]1[CH:33]=[CH:32]C=C[C:24]=1[C:25](N=C=S)=O)([O-:22])=[O:21].C1CCC(N=C=NC2CCCCC2)CC1.C([N:51]([CH2:54]C)[CH2:52][CH3:53])C.C1C[O:59]CC1.